The task is: Predict the reactants needed to synthesize the given product.. This data is from Full USPTO retrosynthesis dataset with 1.9M reactions from patents (1976-2016). (1) Given the product [CH2:18]([O:1][C:2]1[CH:3]=[CH:4][C:5]([C:8]2[CH:13]=[CH:12][C:11]([O:14][CH2:6][CH2:7][CH2:2][CH2:3][CH2:4][CH2:5][CH2:8][CH3:9])=[CH:10][CH:9]=2)=[CH:6][CH:7]=1)[CH2:19][CH2:20][CH2:21][CH2:22][CH2:23][CH2:24][CH3:25], predict the reactants needed to synthesize it. The reactants are: [OH:1][C:2]1[CH:7]=[CH:6][C:5]([C:8]2[CH:13]=[CH:12][C:11]([OH:14])=[CH:10][CH:9]=2)=[CH:4][CH:3]=1.[OH-].[K+].Br[CH2:18][CH2:19][CH2:20][CH2:21][CH2:22][CH2:23][CH2:24][CH3:25]. (2) Given the product [F:29][C:30]1[CH:31]=[CH:32][C:33]([CH:34]([C:35]2[CH:36]=[CH:37][CH:38]=[CH:39][CH:40]=2)[CH:10]2[C:9](=[O:12])[CH2:8][CH2:7][N:6]([CH2:5][C:4]3[CH:13]=[CH:14][CH:15]=[CH:16][C:3]=3[O:2][CH3:1])[CH2:11]2)=[CH:42][CH:43]=1, predict the reactants needed to synthesize it. The reactants are: [CH3:1][O:2][C:3]1[CH:16]=[CH:15][CH:14]=[CH:13][C:4]=1[CH2:5][N:6]1[CH2:11][CH2:10][C:9](=[O:12])[CH2:8][CH2:7]1.[Si](OS(C(F)(F)F)(=O)=O)(C)(C)C.[F:29][C:30]1[CH:43]=[CH:42][C:33]([CH:34](O)[C:35]2[CH:40]=[CH:39][CH:38]=[CH:37][CH:36]=2)=[CH:32][CH:31]=1.C(=O)(O)[O-].[Na+]. (3) Given the product [Cl:1][CH2:2][C:3]1[N:4]=[C:5]([C:8]([N:13]([CH3:14])[CH3:12])=[O:10])[S:6][CH:7]=1, predict the reactants needed to synthesize it. The reactants are: [Cl:1][CH2:2][C:3]1[N:4]=[C:5]([C:8]([OH:10])=O)[S:6][CH:7]=1.Cl.[CH3:12][NH:13][CH3:14].ON1C2C=CC=CC=2N=N1.CN(C)CCCN=C=NCC. (4) Given the product [CH3:1][O:2][C:3](=[O:39])[C:4]1[CH:5]=[CH:6][C:7]([C:8]([N:10]([C:11]2[C:12]([O:35][CH3:36])=[N:13][C:14]([O:17][CH2:18][C:19]3[C:20]([C:27]4[C:32]([Cl:33])=[CH:31][CH:30]=[CH:29][C:28]=4[Cl:34])=[N:21][O:22][C:23]=3[CH:24]([CH3:26])[CH3:25])=[CH:15][CH:16]=2)[CH3:42])=[O:9])=[CH:37][CH:38]=1, predict the reactants needed to synthesize it. The reactants are: [CH3:1][O:2][C:3](=[O:39])[C:4]1[CH:38]=[CH:37][C:7]([C:8]([NH:10][C:11]2[C:12]([O:35][CH3:36])=[N:13][C:14]([O:17][CH2:18][C:19]3[C:20]([C:27]4[C:32]([Cl:33])=[CH:31][CH:30]=[CH:29][C:28]=4[Cl:34])=[N:21][O:22][C:23]=3[CH:24]([CH3:26])[CH3:25])=[CH:15][CH:16]=2)=[O:9])=[CH:6][CH:5]=1.[H-].[Na+].[CH3:42]I. (5) Given the product [CH:1]1([N:4]([CH2:5][CH2:6][OH:7])[S:11]([CH2:14][CH2:15][CH3:16])(=[O:13])=[O:12])[CH2:3][CH2:2]1, predict the reactants needed to synthesize it. The reactants are: [CH:1]1([N:4]([S:11]([CH2:14][CH2:15][CH3:16])(=[O:13])=[O:12])[CH2:5][CH2:6][O:7]C(=O)C)[CH2:3][CH2:2]1.[OH-].[K+]. (6) Given the product [CH3:13][C:9]1[CH:10]=[CH:11][CH:12]=[C:7]([CH3:6])[C:8]=1[NH:14][C:15]([NH:17][C:18]1[C:19]([C:28]([NH:30][CH2:31][CH2:32][C:33]([OH:35])=[O:34])=[O:29])=[CH:20][C:21]2[C:26]([CH:27]=1)=[CH:25][CH:24]=[CH:23][CH:22]=2)=[O:16], predict the reactants needed to synthesize it. The reactants are: C1COCC1.[CH3:6][C:7]1[CH:12]=[CH:11][CH:10]=[C:9]([CH3:13])[C:8]=1[NH:14][C:15]([NH:17][C:18]1[C:19]([C:28]([NH:30][CH2:31][CH2:32][C:33]([O:35]C)=[O:34])=[O:29])=[CH:20][C:21]2[C:26]([CH:27]=1)=[CH:25][CH:24]=[CH:23][CH:22]=2)=[O:16].[Li+].[OH-].Cl. (7) Given the product [Cl:12][C:13]1[CH:22]=[C:21]([N:23]([CH2:2][CH2:3][O:4][CH3:5])[S:24]([CH3:27])(=[O:26])=[O:25])[CH:20]=[CH:19][C:14]=1[C:15]([O:17][CH3:18])=[O:16], predict the reactants needed to synthesize it. The reactants are: Br[CH2:2][CH2:3][O:4][CH3:5].C(=O)([O-])[O-].[Cs+].[Cs+].[Cl:12][C:13]1[CH:22]=[C:21]([NH:23][S:24]([CH3:27])(=[O:26])=[O:25])[CH:20]=[CH:19][C:14]=1[C:15]([O:17][CH3:18])=[O:16]. (8) Given the product [F:5][CH:4]([F:7])[CH2:2][N:25]1[CH2:26][CH2:27][C:21]2[C:22](=[N:23][C:18]([N:15]3[CH2:16][CH2:17][CH:12]([O:11][C:10]4[CH:32]=[CH:33][C:34]([F:36])=[CH:35][C:9]=4[F:8])[CH2:13][CH2:14]3)=[C:19]([NH:28][CH:29]([CH3:31])[CH3:30])[N:20]=2)[CH2:24]1.[C:2]([OH:3])([C:4]([F:7])([F:6])[F:5])=[O:1], predict the reactants needed to synthesize it. The reactants are: [OH:1][C:2]([C:4]([F:7])([F:6])[F:5])=[O:3].[F:8][C:9]1[CH:35]=[C:34]([F:36])[CH:33]=[CH:32][C:10]=1[O:11][CH:12]1[CH2:17][CH2:16][N:15]([C:18]2[N:23]=[C:22]3[CH2:24][NH:25][CH2:26][CH2:27][C:21]3=[N:20][C:19]=2[NH:28][CH:29]([CH3:31])[CH3:30])[CH2:14][CH2:13]1.C([O-])([O-])=O.[Cs+].[Cs+].FC(F)CI. (9) Given the product [F:16][C:17]1[C:25]([O:26][CH3:27])=[CH:24][CH:23]=[CH:22][C:18]=1[C:19]1[N:6]([CH2:7][CH2:8][C:9]2[CH:14]=[CH:13][CH:12]=[CH:11][CH:10]=2)[C:4](=[O:5])[CH:3]=[C:2]([CH3:15])[N:21]=1, predict the reactants needed to synthesize it. The reactants are: O=[C:2]([CH3:15])[CH2:3][C:4]([NH:6][CH2:7][CH2:8][C:9]1[CH:14]=[CH:13][CH:12]=[CH:11][CH:10]=1)=[O:5].[F:16][C:17]1[C:25]([O:26][CH3:27])=[CH:24][CH:23]=[CH:22][C:18]=1[C:19]([NH2:21])=O.